This data is from Catalyst prediction with 721,799 reactions and 888 catalyst types from USPTO. The task is: Predict which catalyst facilitates the given reaction. (1) Reactant: [Cl:1][C:2]([Cl:18])([Cl:17])[CH2:3][O:4][C:5]([NH:7][C:8]1[CH:9]=[C:10]([CH:14]=[CH:15][CH:16]=1)[C:11](O)=[O:12])=[O:6].S(Cl)([Cl:21])=O. Product: [Cl:1][C:2]([Cl:18])([Cl:17])[CH2:3][O:4][C:5]([NH:7][C:8]1[CH:9]=[C:10]([CH:14]=[CH:15][CH:16]=1)[C:11]([Cl:21])=[O:12])=[O:6]. The catalyst class is: 11. (2) Reactant: [F:1][C:2]1[C:7]([F:8])=[CH:6][CH:5]=[C:4]([F:9])[C:3]=1[C:10](=[O:12])[CH3:11].[CH3:13][Mg]Br. Product: [F:1][C:2]1[C:7]([F:8])=[CH:6][CH:5]=[C:4]([F:9])[C:3]=1[C:10]([OH:12])([CH3:13])[CH3:11]. The catalyst class is: 1. (3) Reactant: [CH3:1][O:2][C:3](=[O:29])[C:4]1[CH:9]=[CH:8][C:7]([O:10][CH2:11][CH2:12][CH2:13]Br)=[CH:6][C:5]=1[NH:15][C:16](=[O:28])[C:17]1[CH:22]=[CH:21][C:20]([O:23][C:24]([F:27])([F:26])[F:25])=[CH:19][CH:18]=1.[C:30]1([C:39]2[CH:44]=[CH:43][CH:42]=[CH:41][CH:40]=2)[CH:35]=[CH:34][C:33]([CH:36]=[N:37][OH:38])=[CH:32][CH:31]=1.C(=O)([O-])[O-].[Cs+].[Cs+]. Product: [CH3:1][O:2][C:3](=[O:29])[C:4]1[CH:9]=[CH:8][C:7]([O:10][CH2:11][CH2:12][CH2:13][O:38]/[N:37]=[CH:36]/[C:33]2[CH:34]=[CH:35][C:30]([C:39]3[CH:40]=[CH:41][CH:42]=[CH:43][CH:44]=3)=[CH:31][CH:32]=2)=[CH:6][C:5]=1[NH:15][C:16](=[O:28])[C:17]1[CH:22]=[CH:21][C:20]([O:23][C:24]([F:27])([F:26])[F:25])=[CH:19][CH:18]=1. The catalyst class is: 21. (4) Reactant: [C:1]([O:5][C:6]([N:8]1[CH2:13][CH2:12][CH:11]([CH2:14][CH2:15][C:16]([N:18]2[CH2:23][CH2:22][CH2:21][C@@H:20]([C:24](=[O:39])[NH:25][C@H:26]([C:32]3[CH:33]=[N:34][CH:35]=[C:36]([OH:38])[CH:37]=3)[CH2:27][C:28]([O:30][CH3:31])=[O:29])[CH2:19]2)=[O:17])[CH2:10][CH2:9]1)=[O:7])([CH3:4])([CH3:3])[CH3:2].C(=O)([O-])[O-].[Cs+].[Cs+].CC1C=CC(S(O[CH2:57][CH2:58][O:59][CH2:60][CH2:61][O:62][CH2:63][CH2:64][F:65])(=O)=O)=CC=1.C1(C)C=CC=CC=1. Product: [F:65][CH2:64][CH2:63][O:62][CH2:61][CH2:60][O:59][CH2:58][CH2:57][O:38][C:36]1[CH:37]=[C:32]([C@@H:26]([NH:25][C:24]([C@@H:20]2[CH2:21][CH2:22][CH2:23][N:18]([C:16](=[O:17])[CH2:15][CH2:14][CH:11]3[CH2:10][CH2:9][N:8]([C:6]([O:5][C:1]([CH3:4])([CH3:2])[CH3:3])=[O:7])[CH2:13][CH2:12]3)[CH2:19]2)=[O:39])[CH2:27][C:28]([O:30][CH3:31])=[O:29])[CH:33]=[N:34][CH:35]=1. The catalyst class is: 3. (5) Reactant: [Br:1][C:2]1[CH:23]=[CH:22][CH:21]=[CH:20][C:3]=1[CH2:4][N:5]1[C:10]2[N:11]=[C:12](S(C)(=O)=O)[N:13]=[CH:14][C:9]=2[CH:8]=[CH:7][C:6]1=[O:19].[CH3:24][N:25]1[CH2:30][CH2:29][N:28]([C:31]2[CH:37]=[CH:36][C:34]([NH2:35])=[CH:33][CH:32]=2)[CH2:27][CH2:26]1. Product: [Br:1][C:2]1[CH:23]=[CH:22][CH:21]=[CH:20][C:3]=1[CH2:4][N:5]1[C:10]2[N:11]=[C:12]([NH:35][C:34]3[CH:33]=[CH:32][C:31]([N:28]4[CH2:27][CH2:26][N:25]([CH3:24])[CH2:30][CH2:29]4)=[CH:37][CH:36]=3)[N:13]=[CH:14][C:9]=2[CH:8]=[CH:7][C:6]1=[O:19]. The catalyst class is: 4. (6) Reactant: [CH2:1]([O:3][C:4]1[N:5]([C:14]2[CH:19]=[CH:18][C:17]([O:20][CH2:21][C:22]([F:25])([F:24])[F:23])=[CH:16][CH:15]=2)[C:6](=[O:13])[C:7]2[CH:12]=[CH:11][NH:10][C:8]=2[N:9]=1)[CH3:2].[H-].[Na+].IC.[C:30](O)(=O)CC(CC(O)=O)(C(O)=O)O. Product: [CH2:1]([O:3][C:4]1[N:5]([C:14]2[CH:15]=[CH:16][C:17]([O:20][CH2:21][C:22]([F:24])([F:25])[F:23])=[CH:18][CH:19]=2)[C:6](=[O:13])[C:7]2[CH:12]=[CH:11][N:10]([CH3:30])[C:8]=2[N:9]=1)[CH3:2]. The catalyst class is: 145.